This data is from Reaction yield outcomes from USPTO patents with 853,638 reactions. The task is: Predict the reaction yield, written as a fraction of the theoretical maximum amount of product (1.0 means a 100% yield; for example, 0.34 means a 34% yield). (1) The reactants are C1(S([N:10]2[C:14]3[N:15]=[CH:16][N:17]=[C:18]([Cl:19])[C:13]=3[C:12]([C:20]3[CH:25]=[CH:24][C:23]([CH3:26])=[CH:22][CH:21]=3)=[CH:11]2)(=O)=O)C=CC=CC=1.CCCC[N+](CCCC)(CCCC)CCCC.[F-]. The catalyst is C1COCC1. The product is [Cl:19][C:18]1[C:13]2[C:12]([C:20]3[CH:25]=[CH:24][C:23]([CH3:26])=[CH:22][CH:21]=3)=[CH:11][NH:10][C:14]=2[N:15]=[CH:16][N:17]=1. The yield is 0.730. (2) The reactants are [C:1]1([C:7]2[N:8]=[C:9]([CH2:12][N:13]([CH2:34][CH2:35][CH3:36])[C:14]3[CH:33]=[CH:32][C:17]([CH2:18][O:19][C:20]4[CH:25]=[CH:24][C:23]([CH2:26][CH2:27][C:28]([O:30]C)=[O:29])=[CH:22][CH:21]=4)=[CH:16][CH:15]=3)[S:10][CH:11]=2)[CH:6]=[CH:5][CH:4]=[CH:3][CH:2]=1.C(O)C.[OH-].[Na+].Cl. The product is [C:1]1([C:7]2[N:8]=[C:9]([CH2:12][N:13]([CH2:34][CH2:35][CH3:36])[C:14]3[CH:33]=[CH:32][C:17]([CH2:18][O:19][C:20]4[CH:21]=[CH:22][C:23]([CH2:26][CH2:27][C:28]([OH:30])=[O:29])=[CH:24][CH:25]=4)=[CH:16][CH:15]=3)[S:10][CH:11]=2)[CH:6]=[CH:5][CH:4]=[CH:3][CH:2]=1. The catalyst is O.O1CCCC1. The yield is 0.320. (3) The yield is 0.510. The reactants are [C:1]([NH:4][C:5]1[CH:10]=[CH:9][C:8]([C:11](=[C:25]2[CH2:30][CH2:29][N:28]([CH2:31][C:32]3[CH:37]=CC=CN=3)[CH2:27][CH2:26]2)[C:12]2[CH:24]=[CH:23][C:15]([C:16]([N:18]([CH2:21][CH3:22])[CH2:19][CH3:20])=[O:17])=[CH:14][CH:13]=2)=[CH:7][CH:6]=1)(=[O:3])[CH3:2].C(NC1C=CC(C(=C2CCNCC2)C2C=CC(C(N(CC)CC)=O)=CC=2)=CC=1)(=O)C.[S:68]1C(C=O)=C[N:70]=[CH:69]1. No catalyst specified. The product is [C:1]([NH:4][C:5]1[CH:6]=[CH:7][C:8]([C:11](=[C:25]2[CH2:26][CH2:27][N:28]([CH2:31][C:32]3[S:68][CH:69]=[N:70][CH:37]=3)[CH2:29][CH2:30]2)[C:12]2[CH:13]=[CH:14][C:15]([C:16]([N:18]([CH2:21][CH3:22])[CH2:19][CH3:20])=[O:17])=[CH:23][CH:24]=2)=[CH:9][CH:10]=1)(=[O:3])[CH3:2]. (4) The reactants are Cl.[Cl:2][CH2:3][C:4]1[CH:5]=[N:6][CH:7]=[CH:8][CH:9]=1.C([O-])([O-])=O.[K+].[K+].[CH:16]1[CH:21]=[CH:20][C:19]([P:22]([C:29]2[CH:34]=[CH:33][CH:32]=[CH:31][CH:30]=2)[C:23]2[CH:28]=[CH:27][CH:26]=[CH:25][CH:24]=2)=[CH:18][CH:17]=1. The catalyst is O.C1(C)C(C)=CC=CC=1. The product is [Cl-:2].[N:6]1[CH:7]=[CH:8][CH:9]=[C:4]([CH2:3][P+:22]([C:23]2[CH:24]=[CH:25][CH:26]=[CH:27][CH:28]=2)([C:29]2[CH:34]=[CH:33][CH:32]=[CH:31][CH:30]=2)[C:19]2[CH:18]=[CH:17][CH:16]=[CH:21][CH:20]=2)[CH:5]=1. The yield is 0.480. (5) The reactants are Br[C:2]1[CH:3]=[CH:4][C:5]([N:10]2[CH2:31][CH2:30][C:13]3[N:14]=[CH:15][N:16]=[C:17]([NH:18][CH2:19][C:20]4[CH:21]=[N:22][C:23]([C:26]([F:29])([F:28])[F:27])=[CH:24][CH:25]=4)[C:12]=3[CH2:11]2)=[C:6]([CH:9]=1)[C:7]#[N:8].[CH:32]1(B(O)O)[CH2:34][CH2:33]1.P([O-])([O-])([O-])=O.[K+].[K+].[K+].C1(P(C2CCCCC2)C2CCCCC2)CCCCC1. The catalyst is C([O-])(=O)C.[Pd+2].C([O-])(=O)C.CCOC(C)=O.O.C1(C)C=CC=CC=1. The product is [CH:32]1([C:2]2[CH:3]=[CH:4][C:5]([N:10]3[CH2:31][CH2:30][C:13]4[N:14]=[CH:15][N:16]=[C:17]([NH:18][CH2:19][C:20]5[CH:21]=[N:22][C:23]([C:26]([F:27])([F:28])[F:29])=[CH:24][CH:25]=5)[C:12]=4[CH2:11]3)=[C:6]([CH:9]=2)[C:7]#[N:8])[CH2:34][CH2:33]1. The yield is 0.580.